This data is from Forward reaction prediction with 1.9M reactions from USPTO patents (1976-2016). The task is: Predict the product of the given reaction. Given the reactants [CH3:1][O:2][C:3]([C:5]1([NH2:17])[CH2:10][CH2:9][N:8]([C:11]2[CH:16]=[CH:15][N:14]=[CH:13][CH:12]=2)[CH2:7][CH2:6]1)=[O:4].Cl[S:19]([C:22]1[CH:31]=[C:30]2[C:25]([CH2:26][CH2:27][N:28]([C:32](=[O:37])[C:33]([F:36])([F:35])[F:34])[CH2:29]2)=[CH:24][CH:23]=1)(=[O:21])=[O:20].N1C=CC=CC=1.O, predict the reaction product. The product is: [CH3:1][O:2][C:3]([C:5]1([NH:17][S:19]([C:22]2[CH:31]=[C:30]3[C:25]([CH2:26][CH2:27][N:28]([C:32](=[O:37])[C:33]([F:36])([F:34])[F:35])[CH2:29]3)=[CH:24][CH:23]=2)(=[O:20])=[O:21])[CH2:10][CH2:9][N:8]([C:11]2[CH:16]=[CH:15][N:14]=[CH:13][CH:12]=2)[CH2:7][CH2:6]1)=[O:4].